This data is from Peptide-MHC class I binding affinity with 185,985 pairs from IEDB/IMGT. The task is: Regression. Given a peptide amino acid sequence and an MHC pseudo amino acid sequence, predict their binding affinity value. This is MHC class I binding data. (1) The peptide sequence is ETTQALQLF. The MHC is HLA-A23:01 with pseudo-sequence HLA-A23:01. The binding affinity (normalized) is 0.0847. (2) The peptide sequence is SPVMGVIGF. The MHC is HLA-B18:01 with pseudo-sequence HLA-B18:01. The binding affinity (normalized) is 0.0847. (3) The peptide sequence is DLLNSMMNR. The MHC is HLA-A02:03 with pseudo-sequence HLA-A02:03. The binding affinity (normalized) is 0. (4) The peptide sequence is YRNFSFSLK. The MHC is HLA-A02:06 with pseudo-sequence HLA-A02:06. The binding affinity (normalized) is 0.0847. (5) The peptide sequence is VPSGDVVRF. The MHC is HLA-A31:01 with pseudo-sequence HLA-A31:01. The binding affinity (normalized) is 0.0847. (6) The peptide sequence is ITLNVLAWLY. The MHC is HLA-A23:01 with pseudo-sequence HLA-A23:01. The binding affinity (normalized) is 0. (7) The peptide sequence is FPASHMATY. The MHC is HLA-A02:50 with pseudo-sequence HLA-A02:50. The binding affinity (normalized) is 0.0847.